From a dataset of Reaction yield outcomes from USPTO patents with 853,638 reactions. Predict the reaction yield, written as a fraction of the theoretical maximum amount of product (1.0 means a 100% yield; for example, 0.34 means a 34% yield). The reactants are [CH3:1][Si:2]([CH2:5][NH:6][CH2:7][Si:8]([CH3:11])([CH3:10])[CH3:9])([CH3:4])[CH3:3].Cl[CH2:13][Si:14]([O:21][CH2:22][CH3:23])([O:18][CH2:19][CH3:20])[O:15][CH2:16][CH3:17].C(N)CN. No catalyst specified. The product is [CH3:9][Si:8]([CH2:7][N:6]([CH2:5][Si:2]([CH3:1])([CH3:3])[CH3:4])[CH2:13][Si:14]([O:15][CH2:16][CH3:17])([O:21][CH2:22][CH3:23])[O:18][CH2:19][CH3:20])([CH3:11])[CH3:10]. The yield is 0.850.